This data is from Full USPTO retrosynthesis dataset with 1.9M reactions from patents (1976-2016). The task is: Predict the reactants needed to synthesize the given product. (1) The reactants are: [OH:1][CH2:2][C:3]([CH3:9])([CH3:8])[C:4]([O:6][CH3:7])=[O:5].C1C=C[NH+]=CC=1.[O-][Cr](Cl)(=O)=O. Given the product [CH3:8][C:3]([CH3:9])([CH:2]=[O:1])[C:4]([O:6][CH3:7])=[O:5], predict the reactants needed to synthesize it. (2) Given the product [Si:33]([O:32][CH2:31][CH:12]1[CH2:13][C:14]2[C:19](=[CH:18][CH:17]=[C:16]([N:20]3[CH2:24][C@H:23]([CH2:25][NH:26][C:27](=[O:29])[CH3:28])[O:22][C:21]3=[O:30])[CH:15]=2)[NH:11]1)([C:36]([CH3:39])([CH3:37])[CH3:38])([CH3:34])[CH3:35], predict the reactants needed to synthesize it. The reactants are: C(OC([N:11]1[C:19]2[C:14](=[CH:15][C:16]([N:20]3[CH2:24][C@H:23]([CH2:25][NH:26][C:27](=[O:29])[CH3:28])[O:22][C:21]3=[O:30])=[CH:17][CH:18]=2)[CH2:13][CH:12]1[CH2:31][O:32][Si:33]([C:36]([CH3:39])([CH3:38])[CH3:37])([CH3:35])[CH3:34])=O)C1C=CC=CC=1. (3) Given the product [C:1]([O:5][C:6]([N:8]1[C:16]2[C:11](=[CH:12][CH:13]=[CH:14][C:15]=2[Cl:17])[CH:10]=[C:9]1[C:22]1[CH:23]=[CH:24][C:25]([Cl:38])=[C:26]([S:28](=[O:29])(=[O:30])[NH:31][CH:32]2[CH2:37][CH2:36][CH2:35][CH2:34][CH2:33]2)[CH:27]=1)=[O:7])([CH3:4])([CH3:3])[CH3:2], predict the reactants needed to synthesize it. The reactants are: [C:1]([O:5][C:6]([N:8]1[C:16]2[C:11](=[CH:12][CH:13]=[CH:14][C:15]=2[Cl:17])[CH:10]=[C:9]1B(O)O)=[O:7])([CH3:4])([CH3:3])[CH3:2].Br[C:22]1[CH:23]=[CH:24][C:25]([Cl:38])=[C:26]([S:28]([NH:31][CH:32]2[CH2:37][CH2:36][CH2:35][CH2:34][CH2:33]2)(=[O:30])=[O:29])[CH:27]=1.[F-].[Cs+]. (4) Given the product [NH2:1][C:2]([NH:4][C:5]1[C:6]([C:25]([NH2:27])=[O:26])=[N:7][N:8]([C:10]2[CH:15]=[CH:14][C:13]([C:16]3[CH:21]=[CH:20][C:19]([F:22])=[CH:18][C:17]=3[O:23][CH2:35][C:36]([NH2:38])=[O:37])=[C:12]([F:24])[CH:11]=2)[CH:9]=1)=[O:3], predict the reactants needed to synthesize it. The reactants are: [NH2:1][C:2]([NH:4][C:5]1[C:6]([C:25]([NH2:27])=[O:26])=[N:7][N:8]([C:10]2[CH:15]=[CH:14][C:13]([C:16]3[CH:21]=[CH:20][C:19]([F:22])=[CH:18][C:17]=3[OH:23])=[C:12]([F:24])[CH:11]=2)[CH:9]=1)=[O:3].C([O-])([O-])=O.[K+].[K+].Br[CH2:35][C:36]([NH2:38])=[O:37].